From a dataset of Catalyst prediction with 721,799 reactions and 888 catalyst types from USPTO. Predict which catalyst facilitates the given reaction. (1) The catalyst class is: 7. Reactant: [N:1]1[CH:6]=[CH:5][CH:4]=[C:3]([C:7](O)=[O:8])[C:2]=1[C:10]1[CH:11]=[N:12][CH:13]=[CH:14][CH:15]=1.C(N(CC)CC)C.[BH4-].[Na+].CO.Cl. Product: [OH:8][CH2:7][C:3]1[C:2]([C:10]2[CH:11]=[N:12][CH:13]=[CH:14][CH:15]=2)=[N:1][CH:6]=[CH:5][CH:4]=1. (2) Reactant: [CH2:1]([O:3][C:4](=[O:14])[CH:5]([C:7]1[CH:12]=[CH:11][C:10]([OH:13])=[CH:9][CH:8]=1)[CH3:6])[CH3:2].[N+:15]([O-])([OH:17])=[O:16].O. Product: [CH2:1]([O:3][C:4](=[O:14])[CH:5]([C:7]1[CH:8]=[CH:9][C:10]([OH:13])=[C:11]([N+:15]([O-:17])=[O:16])[CH:12]=1)[CH3:6])[CH3:2]. The catalyst class is: 15. (3) Reactant: [CH2:1]([O:3][C:4]1[CH:5]=[C:6]([N:13]2[CH2:19][CH2:18][CH2:17][N:16]([CH3:20])[CH2:15][CH2:14]2)[CH:7]=[CH:8][C:9]=1[N+:10]([O-])=O)[CH3:2]. Product: [CH2:1]([O:3][C:4]1[CH:5]=[C:6]([N:13]2[CH2:19][CH2:18][CH2:17][N:16]([CH3:20])[CH2:15][CH2:14]2)[CH:7]=[CH:8][C:9]=1[NH2:10])[CH3:2]. The catalyst class is: 50. (4) Reactant: [CH3:1][C:2]1([CH3:19])[CH2:7][CH:6]([NH:8][CH2:9][CH2:10][OH:11])[CH2:5][CH2:4][N:3]1[CH2:12][C:13]1[CH:18]=[CH:17][CH:16]=[CH:15][CH:14]=1.C[O-].[Na+].[C:23](=O)(OC)[O:24]C. Product: [CH3:1][C:2]1([CH3:19])[CH2:7][CH:6]([N:8]2[CH2:9][CH2:10][O:11][C:23]2=[O:24])[CH2:5][CH2:4][N:3]1[CH2:12][C:13]1[CH:14]=[CH:15][CH:16]=[CH:17][CH:18]=1. The catalyst class is: 24. (5) Reactant: [F:1][C:2]([F:41])([F:40])[C:3]1[CH:4]=[C:5]([C@H:13]([O:15][C@H:16]2[CH2:20][CH2:19][C@@H:18]([CH2:21][N:22]3[CH2:27][CH2:26][CH2:25][C@@H:24]([C:28]([O:30]CC)=[O:29])[CH2:23]3)[C@@H:17]2[C:33]2[CH:38]=[CH:37][C:36]([F:39])=[CH:35][CH:34]=2)[CH3:14])[CH:6]=[C:7]([C:9]([F:12])([F:11])[F:10])[CH:8]=1.[OH-].[Na+]. The catalyst class is: 5. Product: [F:12][C:9]([F:10])([F:11])[C:7]1[CH:6]=[C:5]([C@H:13]([O:15][C@H:16]2[CH2:20][CH2:19][C@@H:18]([CH2:21][N:22]3[CH2:27][CH2:26][CH2:25][C@@H:24]([C:28]([OH:30])=[O:29])[CH2:23]3)[C@@H:17]2[C:33]2[CH:38]=[CH:37][C:36]([F:39])=[CH:35][CH:34]=2)[CH3:14])[CH:4]=[C:3]([C:2]([F:41])([F:1])[F:40])[CH:8]=1. (6) Reactant: [OH:1][C:2]1[CH:9]=[C:8]([CH3:10])[CH:7]=[CH:6][C:3]=1[C:4]#[N:5].[C:11](OC(=O)C)(=[O:13])[CH3:12].C(N(CC)CC)C. Product: [C:11]([O:1][C:2]1[CH:9]=[C:8]([CH3:10])[CH:7]=[CH:6][C:3]=1[C:4]#[N:5])(=[O:13])[CH3:12]. The catalyst class is: 2.